Task: Regression. Given a peptide amino acid sequence and an MHC pseudo amino acid sequence, predict their binding affinity value. This is MHC class II binding data.. Dataset: Peptide-MHC class II binding affinity with 134,281 pairs from IEDB (1) The peptide sequence is EKKYFAATQFEPPAA. The MHC is HLA-DPA10201-DPB11401 with pseudo-sequence HLA-DPA10201-DPB11401. The binding affinity (normalized) is 0.315. (2) The peptide sequence is MGDDGVLACAIATHA. The MHC is HLA-DPA10201-DPB10101 with pseudo-sequence HLA-DPA10201-DPB10101. The binding affinity (normalized) is 0.231.